This data is from Peptide-MHC class I binding affinity with 185,985 pairs from IEDB/IMGT. The task is: Regression. Given a peptide amino acid sequence and an MHC pseudo amino acid sequence, predict their binding affinity value. This is MHC class I binding data. (1) The peptide sequence is TMMRHRREL. The MHC is HLA-A25:01 with pseudo-sequence HLA-A25:01. The binding affinity (normalized) is 0.0847. (2) The peptide sequence is IDNNNTSYRL. The MHC is H-2-Kb with pseudo-sequence H-2-Kb. The binding affinity (normalized) is 0.160. (3) The peptide sequence is VMAGVGSPYV. The MHC is HLA-A02:06 with pseudo-sequence HLA-A02:06. The binding affinity (normalized) is 0.241. (4) The peptide sequence is APGSPTNLEF. The MHC is HLA-B54:01 with pseudo-sequence HLA-B54:01. The binding affinity (normalized) is 0.0220. (5) The MHC is HLA-B53:01 with pseudo-sequence HLA-B53:01. The peptide sequence is FGVRPQVPL. The binding affinity (normalized) is 0.00358. (6) The peptide sequence is LFPELECFF. The MHC is BoLA-JSP.1 with pseudo-sequence BoLA-JSP.1. The binding affinity (normalized) is 0.0641. (7) The peptide sequence is LYEKVKSQL. The MHC is H-2-Db with pseudo-sequence H-2-Db. The binding affinity (normalized) is 0.264.